The task is: Predict which catalyst facilitates the given reaction.. This data is from Catalyst prediction with 721,799 reactions and 888 catalyst types from USPTO. Reactant: [CH3:1][C:2]1[CH:6]=[C:5]([C:7]([O:9]CC)=[O:8])[NH:4][N:3]=1.[Li+].[OH-]. Product: [CH3:1][C:2]1[CH:6]=[C:5]([C:7]([OH:9])=[O:8])[NH:4][N:3]=1. The catalyst class is: 20.